Dataset: Forward reaction prediction with 1.9M reactions from USPTO patents (1976-2016). Task: Predict the product of the given reaction. (1) Given the reactants [F:1][C:2]1[CH:7]=[C:6]([NH2:8])[CH:5]=[CH:4][C:3]=1[NH:9][C:10]1[CH:15]=[CH:14][N:13]=[C:12]2[CH:16]=[C:17]([C:19]3[N:20]=[CH:21][N:22]([CH3:24])[CH:23]=3)[S:18][C:11]=12.[C:25]1([CH2:31][C:32]([N:34]=[C:35]=[S:36])=[O:33])[CH:30]=[CH:29][CH:28]=[CH:27][CH:26]=1, predict the reaction product. The product is: [F:1][C:2]1[CH:7]=[C:6]([NH:8][C:35]([NH:34][C:32](=[O:33])[CH2:31][C:25]2[CH:26]=[CH:27][CH:28]=[CH:29][CH:30]=2)=[S:36])[CH:5]=[CH:4][C:3]=1[NH:9][C:10]1[CH:15]=[CH:14][N:13]=[C:12]2[CH:16]=[C:17]([C:19]3[N:20]=[CH:21][N:22]([CH3:24])[CH:23]=3)[S:18][C:11]=12. (2) The product is: [CH3:19][O:20][C:21]([C:23]1([N:31]([C:10](=[O:11])[CH2:9][C:5]2[C:6]([CH3:8])=[CH:7][C:2]([Cl:1])=[CH:3][C:4]=2[CH3:13])[OH:32])[CH2:28][CH2:27][N:26]([O:29][CH3:30])[CH2:25][CH2:24]1)=[O:22]. Given the reactants [Cl:1][C:2]1[CH:7]=[C:6]([CH3:8])[C:5]([CH2:9][C:10](Cl)=[O:11])=[C:4]([CH3:13])[CH:3]=1.C(=O)([O-])O.[Na+].[CH3:19][O:20][C:21]([C:23]1([NH:31][OH:32])[CH2:28][CH2:27][N:26]([O:29][CH3:30])[CH2:25][CH2:24]1)=[O:22], predict the reaction product. (3) Given the reactants C(OC(=O)[NH:7][C:8]1([CH2:16][N:17]2[C:25]3[C:20](=[C:21]([C:26]4[N:30]=[C:29]([C:31]5[CH:36]=[CH:35][C:34]([O:37][CH2:38][CH3:39])=[C:33]([Cl:40])[CH:32]=5)[O:28][N:27]=4)[CH:22]=[CH:23][CH:24]=3)[CH:19]=[CH:18]2)[CH2:13][O:12]C(C)(C)[O:10][CH2:9]1)(C)(C)C.C(OC1C=C(C2ON=C(C3C=CC=C4C=3CCN4CC3(NC(=O)OC(C)(C)C)COC(C)(C)OC3)N=2)C=CC=1OCC)C, predict the reaction product. The product is: [NH2:7][C:8]([CH2:16][N:17]1[C:25]2[C:20](=[C:21]([C:26]3[N:30]=[C:29]([C:31]4[CH:36]=[CH:35][C:34]([O:37][CH2:38][CH3:39])=[C:33]([Cl:40])[CH:32]=4)[O:28][N:27]=3)[CH:22]=[CH:23][CH:24]=2)[CH:19]=[CH:18]1)([CH2:9][OH:10])[CH2:13][OH:12].